Dataset: Catalyst prediction with 721,799 reactions and 888 catalyst types from USPTO. Task: Predict which catalyst facilitates the given reaction. (1) Reactant: [CH3:1][C:2]([Si:5](Cl)([CH3:7])[CH3:6])([CH3:4])[CH3:3].C1CCN2C(=NCCC2)CC1.[OH:20][C:21]1[CH:29]=[C:28]2[C:24]([CH:25]=[C:26]([C:30]([O:32][CH3:33])=[O:31])[NH:27]2)=[CH:23][CH:22]=1. Product: [CH3:1][C:2]([Si:5]([CH3:7])([CH3:6])[O:20][C:21]1[CH:29]=[C:28]2[C:24]([CH:25]=[C:26]([C:30]([O:32][CH3:33])=[O:31])[NH:27]2)=[CH:23][CH:22]=1)([CH3:4])[CH3:3]. The catalyst class is: 1. (2) Reactant: Cl[C:2]1[N:7]=[CH:6][C:5]([C:8]2[C:9]([CH2:16][CH3:17])=[C:10]([CH:13]=[CH:14][CH:15]=2)[CH:11]=[O:12])=[CH:4][N:3]=1.[CH3:18][CH:19]([CH3:38])[CH2:20][C:21]1[CH:28]=[CH:27][C:26](B2OC(C)(C)C(C)(C)O2)=[CH:25][C:22]=1[C:23]#[N:24].P([O-])([O-])([O-])=O.[K+].[K+].[K+]. Product: [CH2:16]([C:9]1[C:10]([CH:11]=[O:12])=[CH:13][CH:14]=[CH:15][C:8]=1[C:5]1[CH:4]=[N:3][C:2]([C:26]2[CH:27]=[CH:28][C:21]([CH2:20][CH:19]([CH3:38])[CH3:18])=[C:22]([CH:25]=2)[C:23]#[N:24])=[N:7][CH:6]=1)[CH3:17]. The catalyst class is: 108. (3) Reactant: [CH2:1]([O:3][C:4](=[O:30])[C@@H:5]([O:27][CH2:28][CH3:29])[CH2:6][C:7]1[CH:12]=[CH:11][C:10]([O:13][CH2:14][CH2:15][C:16]2[CH:21]=[CH:20][C:19]([NH:22][S:23]([CH3:26])(=[O:25])=[O:24])=[CH:18][CH:17]=2)=[CH:9][CH:8]=1)[CH3:2].I[CH3:32].[H-].[Na+]. Product: [CH2:1]([O:3][C:4](=[O:30])[C@@H:5]([O:27][CH2:28][CH3:29])[CH2:6][C:7]1[CH:8]=[CH:9][C:10]([O:13][CH2:14][CH2:15][C:16]2[CH:21]=[CH:20][C:19]([N:22]([S:23]([CH3:26])(=[O:25])=[O:24])[CH3:32])=[CH:18][CH:17]=2)=[CH:11][CH:12]=1)[CH3:2]. The catalyst class is: 7. (4) Reactant: [CH:1]1[CH:2]=[CH:3][C:4]2[N:15]([C:16]([NH2:18])=[O:17])[C:14]3[CH:13]=[CH:12][CH:11]=[CH:10][C:9]=3[CH:8]=[CH:7][C:5]=2[CH:6]=1.[NH2:19][C:20]1[CH:28]=[CH:27][C:23]([C:24]([OH:26])=[O:25])=[CH:22][CH:21]=1. Product: [CH:11]1[CH:12]=[CH:13][C:14]2[N:15]([C:16]([NH2:18])=[O:17])[C:4]3[CH:3]=[CH:2][CH:1]=[CH:6][C:5]=3[CH:7]=[CH:8][C:9]=2[CH:10]=1.[NH2:19][C:20]1[CH:28]=[CH:27][C:23]([C:24]([OH:26])=[O:25])=[CH:22][CH:21]=1. The catalyst class is: 5. (5) Product: [Cl:11][C:12]1[CH:13]=[CH:14][C:15]([C:18]2[CH2:22][CH2:21][CH2:20][C:19]=2[CH:23]=[O:24])=[CH:16][CH:17]=1. Reactant: C(Cl)(=O)C(Cl)=O.CS(C)=O.[Cl:11][C:12]1[CH:17]=[CH:16][C:15]([C:18]2[CH2:22][CH2:21][CH2:20][C:19]=2[CH2:23][OH:24])=[CH:14][CH:13]=1.C(N(CC)CC)C. The catalyst class is: 4. (6) Reactant: [NH:1]1[C:5]2[CH:6]=[CH:7][CH:8]=[CH:9][C:4]=2[N:3]=[C:2]1[CH2:10][N:11]([CH:21]1[C:30]2[N:29]=[CH:28][CH:27]=[CH:26][C:25]=2[CH2:24][CH2:23][CH2:22]1)[CH2:12][C:13]1[CH:18]=[CH:17][C:16]([CH2:19][NH2:20])=[CH:15][CH:14]=1.[C:31]([O:35][C:36]([NH:38][C:39](N1C=CC=N1)=[N:40][C:41]([O:43][C:44]([CH3:47])([CH3:46])[CH3:45])=[O:42])=[O:37])([CH3:34])([CH3:33])[CH3:32].C(=O)([O-])[O-].[K+].[K+]. Product: [C:44]([O:43][C:41]([NH:40][C:39](=[N:38][C:36]([O:35][C:31]([CH3:34])([CH3:33])[CH3:32])=[O:37])[NH:20][CH2:19][C:16]1[CH:15]=[CH:14][C:13]([CH2:12][N:11]([CH2:10][C:2]2[NH:3][C:4]3[CH:9]=[CH:8][CH:7]=[CH:6][C:5]=3[N:1]=2)[CH:21]2[C:30]3[N:29]=[CH:28][CH:27]=[CH:26][C:25]=3[CH2:24][CH2:23][CH2:22]2)=[CH:18][CH:17]=1)=[O:42])([CH3:47])([CH3:46])[CH3:45]. The catalyst class is: 598. (7) Reactant: C(=O)([O-])[O-].[K+].[K+].[CH3:7][N:8]1[CH2:13][CH2:12][N:11]([C:14]2[CH:19]=[CH:18][C:17]([C:20]#[C:21][Si](C)(C)C)=[CH:16][N:15]=2)[CH2:10][CH2:9]1. Product: [C:20]([C:17]1[CH:18]=[CH:19][C:14]([N:11]2[CH2:12][CH2:13][N:8]([CH3:7])[CH2:9][CH2:10]2)=[N:15][CH:16]=1)#[CH:21]. The catalyst class is: 5. (8) Reactant: [CH3:1][O:2][C:3]1[CH:4]=[C:5]([CH:20]=[CH:21][CH:22]=1)[CH2:6][N:7]1[C:11]2[CH:12]=[CH:13][C:14]([C:16]([OH:18])=O)=[CH:15][C:10]=2[N:9]=[C:8]1[CH3:19].CN(C(ON1N=NC2C=CC=NC1=2)=[N+](C)C)C.F[P-](F)(F)(F)(F)F.CCN(C(C)C)C(C)C.[CH:56]([C:59]1[CH:60]=[C:61]([C@@H:65]([NH2:67])[CH3:66])[CH:62]=[CH:63][CH:64]=1)([CH3:58])[CH3:57]. Product: [CH:56]([C:59]1[CH:60]=[C:61]([C@@H:65]([NH:67][C:16]([C:14]2[CH:13]=[CH:12][C:11]3[N:7]([CH2:6][C:5]4[CH:20]=[CH:21][CH:22]=[C:3]([O:2][CH3:1])[CH:4]=4)[C:8]([CH3:19])=[N:9][C:10]=3[CH:15]=2)=[O:18])[CH3:66])[CH:62]=[CH:63][CH:64]=1)([CH3:58])[CH3:57]. The catalyst class is: 3. (9) The catalyst class is: 47. Product: [Cl:1][C:2]1[CH:3]=[CH:4][C:5]2[O:9][C:8]([C:10]3[CH:11]=[CH:12][C:13]([CH2:14][O:15][C:16]4[CH:21]=[CH:20][C:19]([F:22])=[CH:18][C:17]=4[CH2:23][CH2:24][N:25]([CH2:45][CH2:46][C:47]4[CH:56]=[CH:55][C:50]([C:51]([O:53][CH3:54])=[O:52])=[CH:49][CH:48]=4)[CH:26]4[CH2:35][CH2:34][CH2:33][C:32]5[N:31]=[C:30]([C:36]([O:38][CH2:39][CH3:40])=[O:37])[CH:29]=[CH:28][C:27]4=5)=[CH:41][CH:42]=3)=[N:7][C:6]=2[CH:43]=1. Reactant: [Cl:1][C:2]1[CH:3]=[CH:4][C:5]2[O:9][C:8]([C:10]3[CH:42]=[CH:41][C:13]([CH2:14][O:15][C:16]4[CH:21]=[CH:20][C:19]([F:22])=[CH:18][C:17]=4[CH2:23][CH2:24][NH:25][CH:26]4[CH2:35][CH2:34][CH2:33][C:32]5[N:31]=[C:30]([C:36]([O:38][CH2:39][CH3:40])=[O:37])[CH:29]=[CH:28][C:27]4=5)=[CH:12][CH:11]=3)=[N:7][C:6]=2[CH:43]=1.I[CH2:45][CH2:46][C:47]1[CH:56]=[CH:55][C:50]([C:51]([O:53][CH3:54])=[O:52])=[CH:49][CH:48]=1.C(=O)([O-])[O-].[Na+].[Na+].C(OCC)(=O)C.